This data is from Catalyst prediction with 721,799 reactions and 888 catalyst types from USPTO. The task is: Predict which catalyst facilitates the given reaction. (1) Reactant: [OH:1][C@H:2]1[C@H:7]2[CH2:8][C@H:4]([C@@H:5]([C:16]([O:18][CH3:19])=[O:17])[N:6]2[C:9]([O:11][C:12]([CH3:15])([CH3:14])[CH3:13])=[O:10])[CH2:3]1.[C:20](Cl)(=[S:28])[O:21][C:22]1[CH:27]=[CH:26][CH:25]=[CH:24][CH:23]=1. Product: [O:21]([C:20]([O:1][C@H:2]1[C@H:7]2[CH2:8][C@H:4]([C@@H:5]([C:16]([O:18][CH3:19])=[O:17])[N:6]2[C:9]([O:11][C:12]([CH3:13])([CH3:14])[CH3:15])=[O:10])[CH2:3]1)=[S:28])[C:22]1[CH:27]=[CH:26][CH:25]=[CH:24][CH:23]=1. The catalyst class is: 17. (2) Reactant: [O:1]1[CH2:6][CH2:5][N:4]([C:7]2[N:12]=[C:11]([C:13]3[C:21]4[C:16](=[CH:17][CH:18]=[C:19]([C:22]5[S:23][CH:24]=[N:25][N:26]=5)[CH:20]=4)[N:15](C(OC(C)(C)C)=O)[CH:14]=3)[CH:10]=[CH:9][CH:8]=2)[CH2:3][CH2:2]1.C(O)(C(F)(F)F)=O. Product: [S:23]1[CH:24]=[N:25][N:26]=[C:22]1[C:19]1[CH:20]=[C:21]2[C:16](=[CH:17][CH:18]=1)[NH:15][CH:14]=[C:13]2[C:11]1[N:12]=[C:7]([N:4]2[CH2:5][CH2:6][O:1][CH2:2][CH2:3]2)[CH:8]=[CH:9][CH:10]=1. The catalyst class is: 2. (3) Reactant: [N:1]1[CH:6]=[CH:5][C:4]([NH:7][C:8](=[O:16])OC2C=CC=CC=2)=[CH:3][CH:2]=1.[NH2:17][C:18]1[CH:47]=[CH:46][C:21]([CH2:22][CH:23]2[CH2:28][CH2:27][N:26]([CH2:29][C:30]3[CH:35]=[CH:34][C:33]([C:36]([OH:45])([C:41]([F:44])([F:43])[F:42])[C:37]([F:40])([F:39])[F:38])=[CH:32][CH:31]=3)[CH2:25][CH2:24]2)=[CH:20][C:19]=1[F:48]. Product: [F:48][C:19]1[CH:20]=[C:21]([CH2:22][CH:23]2[CH2:24][CH2:25][N:26]([CH2:29][C:30]3[CH:31]=[CH:32][C:33]([C:36]([OH:45])([C:41]([F:42])([F:43])[F:44])[C:37]([F:39])([F:40])[F:38])=[CH:34][CH:35]=3)[CH2:27][CH2:28]2)[CH:46]=[CH:47][C:18]=1[NH:17][C:8]([NH:7][C:4]1[CH:3]=[CH:2][N:1]=[CH:6][CH:5]=1)=[O:16]. The catalyst class is: 12. (4) Reactant: [H-].[K+].N#N.[CH2:5]([N:12]([CH2:19][C:20]1[CH:25]=[CH:24][CH:23]=[CH:22][CH:21]=1)[CH2:13][CH2:14][C:15]([CH3:18])([OH:17])[CH3:16])[C:6]1[CH:11]=[CH:10][CH:9]=[CH:8][CH:7]=1.[CH3:26]I.[NH4+].[Cl-]. Product: [CH2:19]([N:12]([CH2:5][C:6]1[CH:11]=[CH:10][CH:9]=[CH:8][CH:7]=1)[CH2:13][CH2:14][C:15]([O:17][CH3:26])([CH3:18])[CH3:16])[C:20]1[CH:21]=[CH:22][CH:23]=[CH:24][CH:25]=1. The catalyst class is: 1.